Predict the reactants needed to synthesize the given product. From a dataset of Full USPTO retrosynthesis dataset with 1.9M reactions from patents (1976-2016). (1) Given the product [Br:16][C:11]1[C:12](=[O:13])[N:8]([C:5]2[CH:4]=[CH:3][C:2]([F:1])=[CH:7][CH:6]=2)[N:9]([CH3:15])[C:10]=1[CH3:14], predict the reactants needed to synthesize it. The reactants are: [F:1][C:2]1[CH:7]=[CH:6][C:5]([N:8]2[C:12](=[O:13])[CH:11]=[C:10]([CH3:14])[N:9]2[CH3:15])=[CH:4][CH:3]=1.[Br:16]N1C(=O)CCC1=O. (2) Given the product [CH3:11][O:10][C:8](=[O:9])[C@@H:7]([NH:12][C:13](=[O:18])[C:14]([F:16])([F:17])[F:15])[CH2:6][CH2:5][CH2:4][CH2:3][NH:2][C:34](=[O:35])[CH2:33][C:32](=[O:36])[CH3:31], predict the reactants needed to synthesize it. The reactants are: Cl.[NH2:2][CH2:3][CH2:4][CH2:5][CH2:6][C@H:7]([NH:12][C:13](=[O:18])[C:14]([F:17])([F:16])[F:15])[C:8]([O:10][CH3:11])=[O:9].C(N(CC)C(C)C)(C)C.ClCCl.[CH2:31]=[C:32]1[O:36][C:34](=[O:35])[CH2:33]1. (3) Given the product [Br:43][C:2]1[CH:7]=[CH:6][CH:5]=[CH:4][C:3]=1[NH:8][C:9]1[NH:14][C:13]2=[C:15]([OH:22])[CH:16]=[C:17]([N+:19]([O-:21])=[O:20])[CH:18]=[C:12]2[S:11](=[O:24])(=[O:23])[N:10]=1, predict the reactants needed to synthesize it. The reactants are: Cl[C:2]1[CH:7]=[CH:6][CH:5]=[CH:4][C:3]=1[NH:8][C:9]1[NH:14][C:13]2=[C:15]([OH:22])[CH:16]=[C:17]([N+:19]([O-:21])=[O:20])[CH:18]=[C:12]2[S:11](=[O:24])(=[O:23])[N:10]=1.COC1C2NC(=O)NS(=O)(=O)C=2C=C([N+]([O-])=O)C=1.[Br:43]C1C=CC=CC=1N.